Dataset: Full USPTO retrosynthesis dataset with 1.9M reactions from patents (1976-2016). Task: Predict the reactants needed to synthesize the given product. (1) Given the product [NH2:38][C:34]1[CH:33]=[C:32]([C:20]2[C:19]([C:17]3[CH:16]=[CH:15][N:14]=[C:13]([NH:12][C:8]4[CH:9]=[CH:10][CH:11]=[C:6]([O:5][CH2:4][CH2:3][N:2]([CH3:1])[CH2:55][CH:54]=[CH2:59])[CH:7]=4)[N:18]=3)=[C:23]3[CH:24]=[CH:25][CH:26]=[CH:27][N:22]3[N:21]=2)[CH:37]=[CH:36][CH:35]=1, predict the reactants needed to synthesize it. The reactants are: [CH3:1][N:2](C)[CH2:3][CH2:4][O:5][C:6]1[CH:7]=[C:8]([NH:12][C:13]2[N:18]=[C:17]([C:19]3[C:20]([C:32]4[CH:33]=[C:34]([NH:38]C(=O)C5C(F)=CC=CC=5F)[CH:35]=[CH:36][CH:37]=4)=[N:21][N:22]4[CH:27]=[C:26](C(F)(F)F)[CH:25]=[CH:24][C:23]=34)[CH:16]=[CH:15][N:14]=2)[CH:9]=[CH:10][CH:11]=1.ClCCO[C:54]1[CH:55]=C(NC2N=C(C3C(C4C=C(NC(=O)C(F)(F)F)C=CC=4)=NN4C=CC=CC=34)C=CN=2)C=C[CH:59]=1.CNCC=C. (2) Given the product [F:1][C:2]1[CH:3]=[C:4]([S:8]([C:11]2[CH:20]=[C:19]3[C:14]([CH:15]([OH:21])[CH2:16][CH2:17][O:18]3)=[CH:13][CH:12]=2)(=[O:10])=[O:9])[CH:5]=[CH:6][CH:7]=1, predict the reactants needed to synthesize it. The reactants are: [F:1][C:2]1[CH:3]=[C:4]([S:8]([C:11]2[CH:20]=[C:19]3[C:14]([C:15](=[O:21])[CH2:16][CH2:17][O:18]3)=[CH:13][CH:12]=2)(=[O:10])=[O:9])[CH:5]=[CH:6][CH:7]=1.[BH4-].[Na+].